From a dataset of Reaction yield outcomes from USPTO patents with 853,638 reactions. Predict the reaction yield, written as a fraction of the theoretical maximum amount of product (1.0 means a 100% yield; for example, 0.34 means a 34% yield). (1) The reactants are [C:1]([O:5][CH:6]([C:11]1[CH:16]=[CH:15][CH:14]=[CH:13][C:12]=1[C:17]1[CH:18]=[CH:19][C:20]2[O:25][CH2:24][CH2:23][CH2:22][C:21]=2[CH:26]=1)[C:7]([O:9]C)=[O:8])([CH3:4])([CH3:3])[CH3:2].[OH-].[K+]. The catalyst is C(O)C.O. The product is [C:1]([O:5][CH:6]([C:11]1[CH:16]=[CH:15][CH:14]=[CH:13][C:12]=1[C:17]1[CH:18]=[CH:19][C:20]2[O:25][CH2:24][CH2:23][CH2:22][C:21]=2[CH:26]=1)[C:7]([OH:9])=[O:8])([CH3:4])([CH3:2])[CH3:3]. The yield is 0.870. (2) The reactants are [NH2:1][CH2:2][CH:3]([C:10]1([CH3:15])[O:14][CH2:13][CH2:12][O:11]1)[C:4]([O:6][CH2:7][CH:8]=[CH2:9])=[O:5].[F:16][C:17]1[CH:27]=[CH:26][CH:25]=[C:19]2[C:20]([O:22][C:23](=O)[C:18]=12)=[O:21]. The catalyst is C(Cl)(Cl)Cl. The product is [F:16][C:17]1[CH:27]=[CH:26][CH:25]=[C:19]2[C:18]=1[C:23](=[O:22])[N:1]([CH2:2][CH:3]([C:10]1([CH3:15])[O:11][CH2:12][CH2:13][O:14]1)[C:4]([O:6][CH2:7][CH:8]=[CH2:9])=[O:5])[C:20]2=[O:21]. The yield is 0.520.